From a dataset of Catalyst prediction with 721,799 reactions and 888 catalyst types from USPTO. Predict which catalyst facilitates the given reaction. (1) Reactant: [C:1]([O:5][C:6]([N:8]1[CH2:13][CH2:12][S:11][CH:10]([C:14]2[CH:19]=[CH:18][C:17](Br)=[CH:16][CH:15]=2)[CH2:9]1)=[O:7])([CH3:4])([CH3:3])[CH3:2].CNCCNC.[Na+].[I-:28]. Product: [C:1]([O:5][C:6]([N:8]1[CH2:13][CH2:12][S:11][CH:10]([C:14]2[CH:19]=[CH:18][C:17]([I:28])=[CH:16][CH:15]=2)[CH2:9]1)=[O:7])([CH3:4])([CH3:3])[CH3:2]. The catalyst class is: 185. (2) Reactant: [CH3:1][O:2][C:3]1[CH:4]=[C:5]([CH:8]=[C:9]([O:13][CH3:14])[C:10]=1[O:11][CH3:12])[CH2:6][NH2:7].C(N(CC)CC)C.[C:22](Cl)(=[O:29])[C:23]1[CH:28]=[CH:27][CH:26]=[CH:25][CH:24]=1. Product: [C:22]([NH:7][CH2:6][C:5]1[CH:8]=[C:9]([O:13][CH3:14])[C:10]([O:11][CH3:12])=[C:3]([O:2][CH3:1])[CH:4]=1)(=[O:29])[C:23]1[CH:28]=[CH:27][CH:26]=[CH:25][CH:24]=1. The catalyst class is: 1.